Task: Predict the reaction yield, written as a fraction of the theoretical maximum amount of product (1.0 means a 100% yield; for example, 0.34 means a 34% yield).. Dataset: Reaction yield outcomes from USPTO patents with 853,638 reactions (1) The reactants are Cl.Cl[C:3]1[N:16]2[C:7](=[N:8][C:9]3[C:14]([C:15]2=[O:17])=[C:13]([F:18])[CH:12]=[CH:11][CH:10]=3)[C:6]2[CH:19]=[CH:20][N:21]([S:22]([C:25]3[CH:30]=[CH:29][C:28]([CH3:31])=[CH:27][CH:26]=3)(=[O:24])=[O:23])[C:5]=2[N:4]=1.[CH3:32][O:33][C:34]1[CH:35]=[C:36]2[C:40](=[CH:41][C:42]=1[NH2:43])[N:39]([C:44](=[O:51])[C@@H:45]1[CH2:49][CH2:48][CH2:47][N:46]1[CH3:50])[CH2:38][CH2:37]2.ClCCl.C(OCC)C. The catalyst is FC(F)(F)CO. The product is [F:18][C:13]1[CH:12]=[CH:11][CH:10]=[C:9]2[C:14]=1[C:15](=[O:17])[N:16]1[C:3]([NH:43][C:42]3[CH:41]=[C:40]4[C:36]([CH2:37][CH2:38][N:39]4[C:44](=[O:51])[C@@H:45]4[CH2:49][CH2:48][CH2:47][N:46]4[CH3:50])=[CH:35][C:34]=3[O:33][CH3:32])=[N:4][C:5]3[N:21]([S:22]([C:25]4[CH:26]=[CH:27][C:28]([CH3:31])=[CH:29][CH:30]=4)(=[O:23])=[O:24])[CH:20]=[CH:19][C:6]=3[C:7]1=[N:8]2. The yield is 0.499. (2) The reactants are Br[C:2]1[CH:10]=[C:9]2[C:5]([CH2:6][NH:7][C:8]2=[O:11])=[CH:4][CH:3]=1.[CH3:12][C:13]1([CH3:29])[C:17]([CH3:19])([CH3:18])[O:16][B:15]([B:15]2[O:16][C:17]([CH3:19])([CH3:18])[C:13]([CH3:29])([CH3:12])[O:14]2)[O:14]1.C([O-])(=O)C.[K+]. The catalyst is O1CCOCC1.[Pd](Cl)Cl.C1(P(C2C=CC=CC=2)[C-]2C=CC=C2)C=CC=CC=1.[C-]1(P(C2C=CC=CC=2)C2C=CC=CC=2)C=CC=C1.[Fe+2]. The product is [CH3:12][C:13]1([CH3:29])[C:17]([CH3:19])([CH3:18])[O:16][B:15]([C:2]2[CH:10]=[C:9]3[C:5]([CH2:6][NH:7][C:8]3=[O:11])=[CH:4][CH:3]=2)[O:14]1. The yield is 0.620. (3) The reactants are [CH3:1][O:2][C:3](=[O:20])[CH:4]([NH:12][C:13]([O:15][C:16]([CH3:19])([CH3:18])[CH3:17])=[O:14])[C:5]1[CH:10]=[CH:9][CH:8]=[C:7]([OH:11])[CH:6]=1.[O:21]1[CH2:26][CH2:25][CH:24](O)[CH2:23][CH2:22]1.C1(P(C2C=CC=CC=2)C2C=CC=CC=2)C=CC=CC=1.N(C(OC(C)(C)C)=O)=NC(OC(C)(C)C)=O. The catalyst is C1COCC1. The product is [CH3:1][O:2][C:3](=[O:20])[CH:4]([NH:12][C:13]([O:15][C:16]([CH3:17])([CH3:19])[CH3:18])=[O:14])[C:5]1[CH:10]=[CH:9][CH:8]=[C:7]([O:11][CH:24]2[CH2:25][CH2:26][O:21][CH2:22][CH2:23]2)[CH:6]=1. The yield is 0.820. (4) The reactants are [CH:1]1([CH2:6][C@H:7]([CH2:18][C:19]([O:21][C:22]([CH3:25])([CH3:24])[CH3:23])=[O:20])[C:8]([N:10]2[CH:14]([C:15]([OH:17])=O)[CH2:13][CH:12]=[N:11]2)=[O:9])[CH2:5][CH2:4][CH2:3][CH2:2]1.COC1N=C(OC)N=C([N+]2(C)CCOCC2)N=1.CN1CCOCC1.[F:50][C:51]1[CH:52]=[CH:53][C:54]([NH2:57])=[N:55][CH:56]=1. The catalyst is C(#N)C. The product is [CH:1]1([CH2:6][C@@H:7]([C:8]([N:10]2[CH:14]([C:15]([NH:57][C:54]3[CH:53]=[CH:52][C:51]([F:50])=[CH:56][N:55]=3)=[O:17])[CH2:13][CH:12]=[N:11]2)=[O:9])[CH2:18][C:19]([O:21][C:22]([CH3:24])([CH3:25])[CH3:23])=[O:20])[CH2:5][CH2:4][CH2:3][CH2:2]1. The yield is 0.780.